From a dataset of Forward reaction prediction with 1.9M reactions from USPTO patents (1976-2016). Predict the product of the given reaction. (1) Given the reactants [F:1][C:2]1[CH:18]=[CH:17][C:5]([O:6][C:7]2[CH:12]=[CH:11][C:10]([CH2:13][CH2:14][NH:15][CH3:16])=[CH:9][CH:8]=2)=[CH:4][CH:3]=1.CS[C:21]1[NH:22][CH:23]=[C:24]([CH2:28][C:29]2[CH:30]=[N:31][CH:32]=[N:33][CH:34]=2)[C:25](=[O:27])[N:26]=1, predict the reaction product. The product is: [F:1][C:2]1[CH:18]=[CH:17][C:5]([O:6][C:7]2[CH:12]=[CH:11][C:10]([CH2:13][CH2:14][N:15]([CH3:16])[C:21]3[NH:22][CH:23]=[C:24]([CH2:28][C:29]4[CH:30]=[N:31][CH:32]=[N:33][CH:34]=4)[C:25](=[O:27])[N:26]=3)=[CH:9][CH:8]=2)=[CH:4][CH:3]=1. (2) The product is: [OH2:13].[NH2:1][C:2]1[CH:3]=[CH:4][C:5]([NH:8][C:9](=[O:15])/[CH:10]=[CH:11]\[C:12]([OH:14])=[O:13])=[CH:6][CH:7]=1. Given the reactants [NH2:1][C:2]1[CH:7]=[CH:6][C:5]([NH:8][C:9](=[O:15])/[CH:10]=[CH:11]\[C:12]([OH:14])=[O:13])=[CH:4][CH:3]=1.O1CCCC1, predict the reaction product. (3) Given the reactants [NH2:1][C:2]1[CH:11]=[CH:10][CH:9]=[C:8]2[C:3]=1[CH:4]=[CH:5][O:6][C:7]2=[O:12].CN1CCOCC1.[C:20]12([CH2:30][C:31](Cl)=[O:32])[CH2:29][CH:24]3[CH2:25][CH:26]([CH2:28][CH:22]([CH2:23]3)[CH2:21]1)[CH2:27]2, predict the reaction product. The product is: [C:20]12([CH2:30][C:31]([NH:1][C:2]3[CH:11]=[CH:10][CH:9]=[C:8]4[C:3]=3[CH:4]=[CH:5][O:6][C:7]4=[O:12])=[O:32])[CH2:27][CH:26]3[CH2:25][CH:24]([CH2:23][CH:22]([CH2:28]3)[CH2:21]1)[CH2:29]2. (4) Given the reactants [C:1]1([C:50]2[CH:55]=[CH:54][CH:53]=[CH:52][CH:51]=2)[CH:6]=[CH:5][C:4]([C@@:7]2([S:45][CH2:46][CH2:47][CH2:48][CH3:49])[CH2:11][N:10]([C:12](=[O:31])[C@@H:13]([NH:23][C:24]([O:26][C:27]([CH3:30])([CH3:29])[CH3:28])=[O:25])[C:14](C)(C)[CH2:15][CH2:16][CH2:17][CH2:18]C=C)[C@H:9]([C:32]([NH:34][C@:35]3([C:40]([O:42][CH2:43][CH3:44])=[O:41])[CH2:37][C@H:36]3[CH:38]=[CH2:39])=[O:33])[CH2:8]2)=[CH:3][CH:2]=1.SC1N=CC=CC=1C(O)=O, predict the reaction product. The product is: [C:1]1([C:50]2[CH:51]=[CH:52][CH:53]=[CH:54][CH:55]=2)[CH:2]=[CH:3][C:4]([C@@:7]2([S:45][CH2:46][CH2:47][CH2:48][CH3:49])[CH2:11][N:10]3[C:12](=[O:31])[C@@H:13]([NH:23][C:24]([O:26][C:27]([CH3:30])([CH3:28])[CH3:29])=[O:25])[CH2:14][CH2:15][CH2:16][CH2:17][CH2:18][CH:39]=[CH:38][C@@H:36]4[CH2:37][C@@:35]4([C:40]([O:42][CH2:43][CH3:44])=[O:41])[NH:34][C:32](=[O:33])[C@@H:9]3[CH2:8]2)=[CH:5][CH:6]=1. (5) Given the reactants [Na+:1].[CH3:2][C:3]1([CH2:28][CH2:29][CH2:30][S:31]([OH:34])(=[O:33])=[O:32])[C:11]2[C:6](=[CH:7][CH:8]=[CH:9][CH:10]=2)[N+:5]([CH2:12][CH2:13][CH2:14][S:15]([OH:18])(=[O:17])=[O:16])=[C:4]1/[CH:19]=[CH:20]/NC1C=CC=CC=1.[I-].[C:36]([CH2:39][CH2:40][CH2:41][C:42]1([CH3:54])[C:50]2[C:45](=[CH:46][CH:47]=[CH:48][CH:49]=2)[N+:44]([CH2:51][CH3:52])=[C:43]1[CH3:53])([OH:38])=[O:37].N1C=CC=CC=1, predict the reaction product. The product is: [Na+:1].[C:36]([CH2:39][CH2:40][CH2:41][C:42]1([CH3:54])[C:50]2[C:45](=[CH:46][CH:47]=[CH:48][CH:49]=2)[N:44]([CH2:51][CH3:52])/[C:43]/1=[CH:53]/[CH:20]=[CH:19]/[C:4]1[C:3]([CH3:2])([CH2:28][CH2:29][CH2:30][S:31]([OH:34])(=[O:32])=[O:33])[C:11]2[C:6](=[CH:7][CH:8]=[CH:9][CH:10]=2)[N+:5]=1[CH2:12][CH2:13][CH2:14][S:15]([OH:18])(=[O:16])=[O:17])([OH:38])=[O:37]. (6) The product is: [NH2:22][C:19]1[N:20]=[CH:21][C:16]([C:11]2[C:10]([F:23])=[C:9]([OH:8])[C:14]([CH3:15])=[CH:13][CH:12]=2)=[N:17][CH:18]=1. Given the reactants [Si]([O:8][C:9]1[C:10]([F:23])=[C:11]([C:16]2[N:17]=[CH:18][C:19]([NH2:22])=[N:20][CH:21]=2)[CH:12]=[CH:13][C:14]=1[CH3:15])(C(C)(C)C)(C)C.[F-].C([N+](CCCC)(CCCC)CCCC)CCC, predict the reaction product. (7) Given the reactants [C:1]([O:5][C:6](=[O:18])[CH2:7][N:8]1[C:16]2[C:11](=[CH:12][CH:13]=[C:14]([OH:17])[CH:15]=2)[CH:10]=[CH:9]1)([CH3:4])([CH3:3])[CH3:2].[CH3:19][C:20]1[N:21]=[C:22]([C:29]2[CH:34]=[CH:33][C:32]([C:35]([F:38])([F:37])[F:36])=[CH:31][CH:30]=2)[S:23][C:24]=1[CH2:25][CH2:26][CH2:27]O.C(P(CCCC)CCCC)CCC.CN(C)C(N=NC(N(C)C)=O)=O, predict the reaction product. The product is: [C:1]([O:5][C:6](=[O:18])[CH2:7][N:8]1[C:16]2[C:11](=[CH:12][CH:13]=[C:14]([O:17][CH2:27][CH2:26][CH2:25][C:24]3[S:23][C:22]([C:29]4[CH:34]=[CH:33][C:32]([C:35]([F:37])([F:38])[F:36])=[CH:31][CH:30]=4)=[N:21][C:20]=3[CH3:19])[CH:15]=2)[CH:10]=[CH:9]1)([CH3:4])([CH3:2])[CH3:3]. (8) Given the reactants I[C:2]1[CH:7]=[CH:6][C:5]([CH2:8][CH:9]([NH:11][C:12](=[O:14])[CH3:13])[CH3:10])=[CH:4][CH:3]=1.[Cl:15][C:16]1[CH:21]=[CH:20][C:19]([C:22]#[CH:23])=[CH:18][CH:17]=1.O, predict the reaction product. The product is: [Cl:15][C:16]1[CH:21]=[CH:20][C:19]([C:22]#[C:23][C:2]2[CH:7]=[CH:6][C:5]([CH2:8][CH:9]([NH:11][C:12](=[O:14])[CH3:13])[CH3:10])=[CH:4][CH:3]=2)=[CH:18][CH:17]=1.